From a dataset of Forward reaction prediction with 1.9M reactions from USPTO patents (1976-2016). Predict the product of the given reaction. (1) Given the reactants C[N+]1([O-])CC[O:5]CC1.N1C=CC=CC=1.[C:15]([O:34][CH2:35][C@H:36]1[O:40][C@@H:39]([N:41]2[CH:49]=[C:47]([CH3:48])[C:45](=[O:46])[NH:44][C:42]2=[O:43])[CH2:38][C:37]1=[CH2:50])([C:28]1[CH:33]=[CH:32][CH:31]=[CH:30][CH:29]=1)([C:22]1[CH:27]=[CH:26][CH:25]=[CH:24][CH:23]=1)[C:16]1[CH:21]=[CH:20][CH:19]=[CH:18][CH:17]=1.S([O-])([O-])(=O)=S.[Na+].[Na+].[OH2:58], predict the reaction product. The product is: [OH:58][CH2:50][C@@:37]1([OH:5])[C@@H:36]([CH2:35][O:34][C:15]([C:28]2[CH:33]=[CH:32][CH:31]=[CH:30][CH:29]=2)([C:22]2[CH:23]=[CH:24][CH:25]=[CH:26][CH:27]=2)[C:16]2[CH:21]=[CH:20][CH:19]=[CH:18][CH:17]=2)[O:40][C@@H:39]([N:41]2[CH:49]=[C:47]([CH3:48])[C:45](=[O:46])[NH:44][C:42]2=[O:43])[CH2:38]1. (2) Given the reactants [CH2:1]([O:3][C:4]([C:6]1[C:7]2[S:15][CH:14]=[C:13]([CH2:16]Br)[C:8]=2[C:9]([Cl:12])=[N:10][CH:11]=1)=[O:5])[CH3:2].[Cl:18][C:19]1[CH:24]=[C:23]([O:25][CH3:26])[CH:22]=[CH:21][C:20]=1[OH:27].C(=O)([O-])[O-].[K+].[K+], predict the reaction product. The product is: [CH2:1]([O:3][C:4]([C:6]1[C:7]2[S:15][CH:14]=[C:13]([CH2:16][O:27][C:20]3[CH:21]=[CH:22][C:23]([O:25][CH3:26])=[CH:24][C:19]=3[Cl:18])[C:8]=2[C:9]([Cl:12])=[N:10][CH:11]=1)=[O:5])[CH3:2]. (3) Given the reactants [F:1][C:2]1[CH:7]=[CH:6][C:5]([C:8]2[N:12]([CH2:13][CH2:14]OS(C3C=CC(C)=CC=3)(=O)=O)[N:11]=[C:10]([CH3:26])[CH:9]=2)=[CH:4][CH:3]=1.[CH3:27][S-:28].[Na+], predict the reaction product. The product is: [F:1][C:2]1[CH:3]=[CH:4][C:5]([C:8]2[N:12]([CH2:13][CH2:14][S:28][CH3:27])[N:11]=[C:10]([CH3:26])[CH:9]=2)=[CH:6][CH:7]=1. (4) The product is: [ClH:11].[CH3:27][N:24]1[CH2:25][CH2:26][N:21]([S:18]([C:15]2[CH:14]=[CH:13][C:12]([C:3]3[C:4]4[C:9](=[CH:8][CH:7]=[CH:6][CH:5]=4)[NH:1][C:2]=3[OH:10])=[N:17][CH:16]=2)(=[O:19])=[O:20])[CH2:22][CH2:23]1. Given the reactants [NH:1]1[C:9]2[C:4](=[CH:5][CH:6]=[CH:7][CH:8]=2)[CH2:3][C:2]1=[O:10].[Cl:11][C:12]1[N:17]=[CH:16][C:15]([S:18]([N:21]2[CH2:26][CH2:25][N:24]([CH3:27])[CH2:23][CH2:22]2)(=[O:20])=[O:19])=[CH:14][CH:13]=1.[H-].[Na+].C(=O)([O-])O.[Na+], predict the reaction product.